Task: Predict the reaction yield, written as a fraction of the theoretical maximum amount of product (1.0 means a 100% yield; for example, 0.34 means a 34% yield).. Dataset: Reaction yield outcomes from USPTO patents with 853,638 reactions (1) The reactants are [CH3:1][C:2]1[S:6][C:5]([C:7]([OH:9])=O)=[CH:4][C:3]=1[C:10]1[N:14]([CH3:15])[N:13]=[CH:12][C:11]=1[CH2:16][CH2:17][CH3:18].[NH2:19][C@@H:20]([CH2:33][C:34]1[CH:39]=[CH:38][CH:37]=[CH:36][C:35]=1[C:40]([F:43])([F:42])[F:41])[CH2:21][N:22]1[C:30](=[O:31])[C:29]2[C:24](=[CH:25][CH:26]=[CH:27][CH:28]=2)[C:23]1=[O:32].C(N(C(C)C)CC)(C)C.F[P-](F)(F)(F)(F)F.Br[P+](N1CCCC1)(N1CCCC1)N1CCCC1. The catalyst is C(Cl)Cl. The product is [O:31]=[C:30]1[C:29]2[C:24](=[CH:25][CH:26]=[CH:27][CH:28]=2)[C:23](=[O:32])[N:22]1[CH2:21][C@@H:20]([NH:19][C:7]([C:5]1[S:6][C:2]([CH3:1])=[C:3]([C:10]2[N:14]([CH3:15])[N:13]=[CH:12][C:11]=2[CH2:16][CH2:17][CH3:18])[CH:4]=1)=[O:9])[CH2:33][C:34]1[CH:39]=[CH:38][CH:37]=[CH:36][C:35]=1[C:40]([F:42])([F:41])[F:43]. The yield is 0.600. (2) The reactants are [N:1]1[CH:6]=[CH:5][C:4]([N:7]2[CH2:23][CH2:22][C:10]3([CH2:14][N:13](C(OC(C)(C)C)=O)[CH2:12][CH2:11]3)[CH2:9][CH2:8]2)=[CH:3][CH:2]=1. The catalyst is C(O)(C(F)(F)F)=O.C(Cl)Cl. The product is [N:1]1[CH:2]=[CH:3][C:4]([N:7]2[CH2:23][CH2:22][C:10]3([CH2:14][NH:13][CH2:12][CH2:11]3)[CH2:9][CH2:8]2)=[CH:5][CH:6]=1. The yield is 1.00. (3) The product is [NH2:29][C:26]1[CH:27]=[CH:28][C:23]([S:20]([NH:19][CH2:15][CH2:16][CH2:17][CH3:18])(=[O:22])=[O:21])=[CH:24][CH:25]=1. The yield is 0.0600. The catalyst is O.CO. The reactants are S(S([O-])=O)([O-])=O.[Na+].[Na+].C(=O)([O-])[O-].[Na+].[Na+].[CH2:15]([NH:19][S:20]([C:23]1[CH:28]=[CH:27][C:26]([N+:29]([O-])=O)=[CH:25][CH:24]=1)(=[O:22])=[O:21])[CH2:16][CH2:17][CH3:18].